From a dataset of Forward reaction prediction with 1.9M reactions from USPTO patents (1976-2016). Predict the product of the given reaction. Given the reactants [CH3:1][O:2][C:3]1[CH:8]=[CH:7][C:6]([S:9]([CH:12]([CH3:14])[CH3:13])(=[O:11])=[O:10])=[CH:5][CH:4]=1.P(Cl)(Cl)(Cl)(Cl)Cl.[Cl:21][S:22](O)(=[O:24])=[O:23], predict the reaction product. The product is: [CH3:1][O:2][C:3]1[CH:4]=[CH:5][C:6]([S:9]([CH:12]([CH3:14])[CH3:13])(=[O:11])=[O:10])=[CH:7][C:8]=1[S:22]([Cl:21])(=[O:24])=[O:23].